This data is from CYP2C9 inhibition data for predicting drug metabolism from PubChem BioAssay. The task is: Regression/Classification. Given a drug SMILES string, predict its absorption, distribution, metabolism, or excretion properties. Task type varies by dataset: regression for continuous measurements (e.g., permeability, clearance, half-life) or binary classification for categorical outcomes (e.g., BBB penetration, CYP inhibition). Dataset: cyp2c9_veith. (1) The molecule is c1ccc([P+](CC[P+](c2ccccc2)(c2ccccc2)c2ccccc2)(c2ccccc2)c2ccccc2)cc1. The result is 0 (non-inhibitor). (2) The drug is CCCC[C@]1(C2CCCC2)Cc2cc(OCC(=O)O)c(Cl)c(Cl)c2C1=O. The result is 1 (inhibitor).